From a dataset of Peptide-MHC class II binding affinity with 134,281 pairs from IEDB. Regression. Given a peptide amino acid sequence and an MHC pseudo amino acid sequence, predict their binding affinity value. This is MHC class II binding data. (1) The peptide sequence is YTSSDDEIMLSNSHS. The binding affinity (normalized) is 0.317. The MHC is DRB1_0101 with pseudo-sequence DRB1_0101. (2) The peptide sequence is YDKFLANVSTVLTGK. The MHC is DRB1_1302 with pseudo-sequence DRB1_1302. The binding affinity (normalized) is 0.898. (3) The peptide sequence is ALSINELSNLAKGEK. The MHC is DRB4_0101 with pseudo-sequence DRB4_0103. The binding affinity (normalized) is 0.231. (4) The peptide sequence is GIFLSVAAGNEAENA. The MHC is DRB1_0802 with pseudo-sequence DRB1_0802. The binding affinity (normalized) is 0.631. (5) The peptide sequence is TGVMRGNHYAFVGVM. The MHC is DRB1_0404 with pseudo-sequence DRB1_0404. The binding affinity (normalized) is 0.610. (6) The binding affinity (normalized) is 0.393. The MHC is HLA-DPA10301-DPB10402 with pseudo-sequence HLA-DPA10301-DPB10402. The peptide sequence is IFGSLAFLPESFDGD. (7) The peptide sequence is RSTTDSGKVIPEWCC. The MHC is DRB1_0301 with pseudo-sequence DRB1_0301. The binding affinity (normalized) is 0.265.